This data is from Reaction yield outcomes from USPTO patents with 853,638 reactions. The task is: Predict the reaction yield, written as a fraction of the theoretical maximum amount of product (1.0 means a 100% yield; for example, 0.34 means a 34% yield). (1) The reactants are F[C:2]1[CH:3]=[C:4]([C:9]2[O:13][N:12]=[C:11]([C:14]([N:16]3[CH2:21][C@H:20]([CH2:22][CH:23]([CH3:25])[CH3:24])[NH:19][C:18](=[O:26])[C@@H:17]3[CH2:27][CH:28]([CH3:30])[CH3:29])=[O:15])[CH:10]=2)[CH:5]=[CH:6][C:7]=1[F:8].C([C@@H]1NC[C@H](CC(C)C)NC1=O)C(C)C.FC1C=CC(C2ON=C(C(O)=O)C=2)=CC=1. No catalyst specified. The product is [F:8][C:7]1[CH:6]=[CH:5][C:4]([C:9]2[O:13][N:12]=[C:11]([C:14]([N:16]3[CH2:21][C@H:20]([CH2:22][CH:23]([CH3:25])[CH3:24])[NH:19][C:18](=[O:26])[C@@H:17]3[CH2:27][CH:28]([CH3:30])[CH3:29])=[O:15])[CH:10]=2)=[CH:3][CH:2]=1. The yield is 0.0450. (2) The reactants are [Br:1][C:2]1[CH:3]=[C:4]([CH2:11][OH:12])[CH:5]=[C:6]([N+:8]([O-:10])=[O:9])[CH:7]=1.I[CH3:14].[H-].[Na+]. The catalyst is CN(C=O)C. The product is [Br:1][C:2]1[CH:7]=[C:6]([N+:8]([O-:10])=[O:9])[CH:5]=[C:4]([CH2:11][O:12][CH3:14])[CH:3]=1. The yield is 0.890. (3) The reactants are C(Cl)(=O)C(Cl)=O.CS(C)=O.[I:11][C:12]1[C:16]([CH2:17][OH:18])=[CH:15][N:14]([CH:19]2[CH2:24][CH2:23][CH2:22][CH2:21][O:20]2)[N:13]=1.C(N(CC)CC)C. The catalyst is ClCCl. The product is [I:11][C:12]1[C:16]([CH:17]=[O:18])=[CH:15][N:14]([CH:19]2[CH2:24][CH2:23][CH2:22][CH2:21][O:20]2)[N:13]=1. The yield is 0.900. (4) The reactants are Cl[C:2]1[N:7]=[C:6]([N:8]2[CH2:13][CH2:12][O:11][CH2:10][CH2:9]2)[C:5]([N+:14]([O-:16])=[O:15])=[C:4]([CH3:17])[N:3]=1.[CH2:18]([O:25][C:26]1[CH:27]=[C:28](B(O)O)[CH:29]=[CH:30][CH:31]=1)[C:19]1[CH:24]=[CH:23][CH:22]=[CH:21][CH:20]=1.C([O-])([O-])=O.[Na+].[Na+]. No catalyst specified. The product is [CH2:18]([O:25][C:26]1[CH:31]=[C:30]([C:2]2[N:7]=[C:6]([N:8]3[CH2:13][CH2:12][O:11][CH2:10][CH2:9]3)[C:5]([N+:14]([O-:16])=[O:15])=[C:4]([CH3:17])[N:3]=2)[CH:29]=[CH:28][CH:27]=1)[C:19]1[CH:24]=[CH:23][CH:22]=[CH:21][CH:20]=1. The yield is 0.950. (5) The reactants are [F:1][C:2]1[CH:3]=[C:4]([CH:10]2[CH2:14][CH2:13][CH2:12][N:11]2[C:15]2[CH:20]=[CH:19][N:18]3[N:21]=[CH:22][C:23]([C:24]([NH:26][NH:27][C:28](=[O:33])[C:29]([CH3:32])([CH3:31])[CH3:30])=O)=[C:17]3[N:16]=2)[C:5]([O:8][CH3:9])=[N:6][CH:7]=1.O=P(Cl)(Cl)Cl. No catalyst specified. The product is [C:29]([C:28]1[O:33][C:24]([C:23]2[CH:22]=[N:21][N:18]3[CH:19]=[CH:20][C:15]([N:11]4[CH2:12][CH2:13][CH2:14][CH:10]4[C:4]4[C:5]([O:8][CH3:9])=[N:6][CH:7]=[C:2]([F:1])[CH:3]=4)=[N:16][C:17]=23)=[N:26][N:27]=1)([CH3:31])([CH3:32])[CH3:30]. The yield is 0.580. (6) The reactants are [F:1][C:2]([F:17])([C:7]1[CH:16]=[CH:15][C:14]2[C:9](=[CH:10][CH:11]=[CH:12][CH:13]=2)[N:8]=1)[CH2:3][N:4]=[N+]=[N-]. The catalyst is CC(=O)OCC.[Pd]. The product is [F:17][C:2]([F:1])([C:7]1[CH:16]=[CH:15][C:14]2[C:9](=[CH:10][CH:11]=[CH:12][CH:13]=2)[N:8]=1)[CH2:3][NH2:4]. The yield is 0.900. (7) The yield is 0.522. The catalyst is O1CCOCC1.O.[NH4+].[Cl-].[Pd+2].ClC1C=C[C-](P(C2C=CC=CC=2)C2C=CC=CC=2)C=1Cl.[C-]1(P(C2C=CC=CC=2)C2C=CC=CC=2)C=CC=C1.[Fe+2]. The reactants are Cl[C:2]1[N:7]=[C:6]([NH:8][C:9]2[CH:10]=[N:11][C:12]([O:15][CH3:16])=[CH:13][CH:14]=2)[C:5]([C:17]2[N:22]=[C:21]([CH3:23])[N:20]=[C:19]([S:24][CH3:25])[N:18]=2)=[CH:4][N:3]=1.[F:26][C:27]1[CH:32]=[CH:31][C:30](B(O)O)=[CH:29][CH:28]=1.C(=O)([O-])[O-].[Cs+].[Cs+]. The product is [F:26][C:27]1[CH:32]=[CH:31][C:30]([C:2]2[N:7]=[C:6]([NH:8][C:9]3[CH:10]=[N:11][C:12]([O:15][CH3:16])=[CH:13][CH:14]=3)[C:5]([C:17]3[N:22]=[C:21]([CH3:23])[N:20]=[C:19]([S:24][CH3:25])[N:18]=3)=[CH:4][N:3]=2)=[CH:29][CH:28]=1.